From a dataset of Reaction yield outcomes from USPTO patents with 853,638 reactions. Predict the reaction yield, written as a fraction of the theoretical maximum amount of product (1.0 means a 100% yield; for example, 0.34 means a 34% yield). The reactants are [OH-].[K+].[O:3]1[CH:7]=[CH:6][CH:5]=[C:4]1[CH2:8][NH:9][C:10]([NH:12][C:13]1[CH:18]=[CH:17][C:16]([OH:19])=[CH:15][CH:14]=1)=[S:11].I[CH:21]([CH2:23][CH3:24])[CH3:22]. The catalyst is C(O)C. The product is [CH:21]([O:19][C:16]1[CH:17]=[CH:18][C:13]([NH:12][C:10]([NH:9][CH2:8][C:4]2[O:3][CH:7]=[CH:6][CH:5]=2)=[S:11])=[CH:14][CH:15]=1)([CH2:23][CH3:24])[CH3:22]. The yield is 0.350.